Predict which catalyst facilitates the given reaction. From a dataset of Catalyst prediction with 721,799 reactions and 888 catalyst types from USPTO. (1) Reactant: C1(S([N:10]2[C:14]3=[N:15][CH:16]=[C:17]([S:19]([CH3:22])(=[O:21])=[O:20])[CH:18]=[C:13]3[CH:12]=[C:11]2[C:23]2[O:24][C:25]([CH3:28])=[CH:26][CH:27]=2)(=O)=O)C=CC=CC=1.[OH-].[K+]. Product: [CH3:22][S:19]([C:17]1[CH:18]=[C:13]2[CH:12]=[C:11]([C:23]3[O:24][C:25]([CH3:28])=[CH:26][CH:27]=3)[NH:10][C:14]2=[N:15][CH:16]=1)(=[O:21])=[O:20]. The catalyst class is: 5. (2) Product: [N:26]1([C:15]([C:14]2[CH:18]=[CH:19][C:11]([NH:10][C:4]3[C:5](=[O:9])[N:6]([CH3:8])[N:7]=[C:2]([Cl:1])[CH:3]=3)=[N:12][CH:13]=2)=[O:17])[CH2:29][CH2:28][CH2:27]1. Reactant: [Cl:1][C:2]1[CH:3]=[C:4]([NH:10][C:11]2[CH:19]=[CH:18][C:14]([C:15]([OH:17])=O)=[CH:13][N:12]=2)[C:5](=[O:9])[N:6]([CH3:8])[N:7]=1.C(Cl)(=O)C(Cl)=O.[NH:26]1[CH2:29][CH2:28][CH2:27]1.CCN(C(C)C)C(C)C. The catalyst class is: 139. (3) Reactant: [Cl:1][C:2]1[CH:7]=[N:6][NH:5][C:4](=[O:8])[C:3]=1[NH:9][CH2:10][CH2:11][CH2:12][N:13]([CH2:15][CH2:16][C:17]1[CH:22]=[CH:21][C:20]([O:23][CH3:24])=[C:19]([O:25][CH3:26])[CH:18]=1)[CH3:14].C(O)C.[C:30]([OH:37])(=[O:36])/[CH:31]=[CH:32]/[C:33]([OH:35])=[O:34]. Product: [C:30]([OH:37])(=[O:36])/[CH:31]=[CH:32]/[C:33]([OH:35])=[O:34].[Cl:1][C:2]1[CH:7]=[N:6][NH:5][C:4](=[O:8])[C:3]=1[NH:9][CH2:10][CH2:11][CH2:12][N:13]([CH2:15][CH2:16][C:17]1[CH:22]=[CH:21][C:20]([O:23][CH3:24])=[C:19]([O:25][CH3:26])[CH:18]=1)[CH3:14]. The catalyst class is: 6.